Regression. Given a peptide amino acid sequence and an MHC pseudo amino acid sequence, predict their binding affinity value. This is MHC class II binding data. From a dataset of Peptide-MHC class II binding affinity with 134,281 pairs from IEDB. (1) The peptide sequence is QKRTLSLLQYARYPI. The MHC is H-2-IAb with pseudo-sequence H-2-IAb. The binding affinity (normalized) is 0.168. (2) The peptide sequence is INEPTAAAIAYGLKR. The MHC is HLA-DQA10401-DQB10402 with pseudo-sequence HLA-DQA10401-DQB10402. The binding affinity (normalized) is 0.369. (3) The peptide sequence is SGSVANEANVYLNSKG. The MHC is H-2-IAb with pseudo-sequence H-2-IAb. The binding affinity (normalized) is 0.524. (4) The peptide sequence is GELQIVDKIDTAFKI. The MHC is DRB3_0202 with pseudo-sequence DRB3_0202. The binding affinity (normalized) is 0.0451.